Dataset: Forward reaction prediction with 1.9M reactions from USPTO patents (1976-2016). Task: Predict the product of the given reaction. The product is: [CH2:39]([S:36]([N:33]1[CH2:32][CH2:31][CH:30]([C:21]2[C:20]3[C:24](=[C:25]([C:27]([NH2:29])=[O:28])[CH:26]=[C:18]([C:12]4[S:13][C:9]([CH2:8][NH:7][C@@H:2]([CH3:1])[C:3]([CH3:6])([CH3:5])[CH3:4])=[CH:10][CH:11]=4)[CH:19]=3)[NH:23][CH:22]=2)[CH2:35][CH2:34]1)(=[O:38])=[O:37])[CH3:40]. Given the reactants [CH3:1][C@H:2]([NH:7][CH2:8][C:9]1[S:13][C:12](B(O)O)=[CH:11][CH:10]=1)[C:3]([CH3:6])([CH3:5])[CH3:4].Br[C:18]1[CH:19]=[C:20]2[C:24](=[C:25]([C:27]([NH2:29])=[O:28])[CH:26]=1)[NH:23][CH:22]=[C:21]2[CH:30]1[CH2:35][CH2:34][N:33]([S:36]([CH2:39][CH3:40])(=[O:38])=[O:37])[CH2:32][CH2:31]1.C([O-])([O-])=O.[K+].[K+], predict the reaction product.